This data is from NCI-60 drug combinations with 297,098 pairs across 59 cell lines. The task is: Regression. Given two drug SMILES strings and cell line genomic features, predict the synergy score measuring deviation from expected non-interaction effect. (1) Drug 1: CCC1(CC2CC(C3=C(CCN(C2)C1)C4=CC=CC=C4N3)(C5=C(C=C6C(=C5)C78CCN9C7C(C=CC9)(C(C(C8N6C=O)(C(=O)OC)O)OC(=O)C)CC)OC)C(=O)OC)O.OS(=O)(=O)O. Drug 2: C1C(C(OC1N2C=NC(=NC2=O)N)CO)O. Cell line: SK-MEL-5. Synergy scores: CSS=14.7, Synergy_ZIP=1.97, Synergy_Bliss=0.557, Synergy_Loewe=-22.5, Synergy_HSA=-1.51. (2) Drug 1: CS(=O)(=O)C1=CC(=C(C=C1)C(=O)NC2=CC(=C(C=C2)Cl)C3=CC=CC=N3)Cl. Drug 2: C1=CC(=CC=C1C#N)C(C2=CC=C(C=C2)C#N)N3C=NC=N3. Cell line: RPMI-8226. Synergy scores: CSS=-2.19, Synergy_ZIP=6.39, Synergy_Bliss=8.70, Synergy_Loewe=0.963, Synergy_HSA=0.299. (3) Drug 1: CC1OCC2C(O1)C(C(C(O2)OC3C4COC(=O)C4C(C5=CC6=C(C=C35)OCO6)C7=CC(=C(C(=C7)OC)O)OC)O)O. Drug 2: CCCCCOC(=O)NC1=NC(=O)N(C=C1F)C2C(C(C(O2)C)O)O. Cell line: OVCAR-4. Synergy scores: CSS=3.17, Synergy_ZIP=-1.61, Synergy_Bliss=-0.283, Synergy_Loewe=-0.510, Synergy_HSA=0.104. (4) Drug 1: CS(=O)(=O)CCNCC1=CC=C(O1)C2=CC3=C(C=C2)N=CN=C3NC4=CC(=C(C=C4)OCC5=CC(=CC=C5)F)Cl. Drug 2: CC12CCC3C(C1CCC2OP(=O)(O)O)CCC4=C3C=CC(=C4)OC(=O)N(CCCl)CCCl.[Na+]. Cell line: BT-549. Synergy scores: CSS=4.38, Synergy_ZIP=2.15, Synergy_Bliss=3.22, Synergy_Loewe=-4.50, Synergy_HSA=-4.32. (5) Drug 1: C1=CC(=CC=C1C#N)C(C2=CC=C(C=C2)C#N)N3C=NC=N3. Drug 2: CC1=C(C(CCC1)(C)C)C=CC(=CC=CC(=CC(=O)O)C)C. Cell line: HCT116. Synergy scores: CSS=-6.85, Synergy_ZIP=2.06, Synergy_Bliss=-0.249, Synergy_Loewe=-7.08, Synergy_HSA=-9.53. (6) Drug 1: CC1CCC2CC(C(=CC=CC=CC(CC(C(=O)C(C(C(=CC(C(=O)CC(OC(=O)C3CCCCN3C(=O)C(=O)C1(O2)O)C(C)CC4CCC(C(C4)OC)OCCO)C)C)O)OC)C)C)C)OC. Cell line: NCI-H522. Synergy scores: CSS=11.0, Synergy_ZIP=-3.34, Synergy_Bliss=0.763, Synergy_Loewe=-6.40, Synergy_HSA=0.965. Drug 2: C1=CN(C=N1)CC(O)(P(=O)(O)O)P(=O)(O)O. (7) Drug 1: CC1C(C(CC(O1)OC2CC(CC3=C2C(=C4C(=C3O)C(=O)C5=C(C4=O)C(=CC=C5)OC)O)(C(=O)CO)O)N)O.Cl. Drug 2: CC(C)NC(=O)C1=CC=C(C=C1)CNNC.Cl. Cell line: HCC-2998. Synergy scores: CSS=7.74, Synergy_ZIP=2.95, Synergy_Bliss=6.76, Synergy_Loewe=6.52, Synergy_HSA=3.81. (8) Drug 1: COC1=NC(=NC2=C1N=CN2C3C(C(C(O3)CO)O)O)N. Drug 2: CC1CCCC2(C(O2)CC(NC(=O)CC(C(C(=O)C(C1O)C)(C)C)O)C(=CC3=CSC(=N3)C)C)C. Cell line: SK-OV-3. Synergy scores: CSS=44.0, Synergy_ZIP=4.89, Synergy_Bliss=4.75, Synergy_Loewe=-6.15, Synergy_HSA=5.96.